From a dataset of Experimentally validated miRNA-target interactions with 360,000+ pairs, plus equal number of negative samples. Binary Classification. Given a miRNA mature sequence and a target amino acid sequence, predict their likelihood of interaction. (1) The miRNA is hsa-miR-553 with sequence AAAACGGUGAGAUUUUGUUUU. The protein sequence of the target gene is MVLCVQGPRPLLAVERTGQRPLWAPSLELPKPVMQPLPAGAFLEEVAEGTPAQTESEPKVLDPEEDLLCIAKTFSYLRESGWYWGSITASEARQHLQKMPEGTFLVRDSTHPSYLFTLSVKTTRGPTNVRIEYADSSFRLDSNCLSRPRILAFPDVVSLVQHYVASCTADTRSDSPDPAPTPALPMPKEDAPSDPALPAPPPATAVHLKLVQPFVRRSSARSLQHLCRLVINRLVADVDCLPLPRRMADYLRQYPFQL. Result: 0 (no interaction). (2) The miRNA is hsa-miR-6822-3p with sequence AGGCUCUAACUGGCUUUCCCUGCA. The protein sequence of the target gene is MYGKSPTRAVLFLLGLQLTALWPTAAVEIYTPRVLEAVNGTDVRLKCTFSSFAPVGDALTVTWNFRPRDGGPEQFVFYYHVDPFKPMSGRFKDRVAWDGNPERYDVSILLWKLQFDDNGTYTCQVKNPPDVDGLIGEIQLSVVQTVRFSEIHFLALAIGSACALMVIIVIVVVLFQHFRKKRRAERAHRVVEIKSKEEEKLNQEKKASVSLEYTD. Result: 0 (no interaction). (3) The miRNA is hsa-miR-6724-5p with sequence CUGGGCCCGCGGCGGGCGUGGGG. The protein sequence of the target gene is MMCEVMPTISEDGRRGSALGPDEAGGELERLMVTMLTERERLLETLREAQDGLATAQLRLRELGHEKDSLQRQLSIALPQEFAALTKELNLCREQLLEREEEIAELKAERNNTRLLLEHLECLVSRHERSLRMTVVKRQAQSPGGVSSEVEVLKALKSLFEHHKALDEKVRERLRMALERVAVLEEELELSNQEALNLRDQLSRRRSGLEEPGKDGDGQTLANGLGPVGESNRRTAELEEALERQRAEVCQLRERLAVLCRQMSQLEEELGTAHRELGKAEEANSKLQRDLKEALAQRED.... Result: 0 (no interaction). (4) The miRNA is hsa-miR-6511b-5p with sequence CUGCAGGCAGAAGUGGGGCUGACA. Result: 0 (no interaction). The protein sequence of the target gene is MAAALPLQPSTTASATTTATAVALGEVEDEGLLASLFRDRFPEAQWREKPDVGRYLRELSGSGLDRLRREPERLAEERAQRLQQTRDLAFANYKTFIRGAECTERIHRLFGDVEASLGRLLDRLPRFQQSCRNFVKEAEEISSSRRMNTLTLNRHTEILEILEIPQLMDTCVRNSYHEEALELAAYVRRLERKYSSIPVIQGIVNEVRQSMQLMLSQLIQQLRTNIQLPACLRVIGYLRRMDVFTEAELRVKFLQARDAWLRSILTAIPNDDPYFHITKTIEACRVHLFDIITQYRAIFS.... (5) The miRNA is mmu-miR-466k with sequence UGUGUGUGUACAUGUACAUGUGA. The protein sequence of the target gene is MMSYLKQPPYGMNGLGLAGPAMDLLHPSVGYPATPRKQRRERTTFTRSQLDVLEALFAKTRYPDIFMREEVALKINLPESRVQVWFKNRRAKCRQQQQSGSGTKSRPAKKKSSPVRESSGSESSGQFTPPAVSSSASSSSSASSSSANPAAAAAAGLGGNPVAAASSLSTPAASSIWSPASISPGSAPASVSVPEPLAAPSNTSCMQRSVAAGAATAAASYPMSYGQGGSYGQGYPTPSSSYFGGVDCSSYLAPMHSHHHPHQLSPMAPSSMAGHHHHHPHAHHPLSQSSGHHHHHHHHH.... Result: 0 (no interaction).